Task: Regression. Given two drug SMILES strings and cell line genomic features, predict the synergy score measuring deviation from expected non-interaction effect.. Dataset: NCI-60 drug combinations with 297,098 pairs across 59 cell lines Drug 1: CNC(=O)C1=CC=CC=C1SC2=CC3=C(C=C2)C(=NN3)C=CC4=CC=CC=N4. Drug 2: CC1=C2C(C(=O)C3(C(CC4C(C3C(C(C2(C)C)(CC1OC(=O)C(C(C5=CC=CC=C5)NC(=O)OC(C)(C)C)O)O)OC(=O)C6=CC=CC=C6)(CO4)OC(=O)C)OC)C)OC. Cell line: TK-10. Synergy scores: CSS=57.5, Synergy_ZIP=10.1, Synergy_Bliss=10.5, Synergy_Loewe=-6.70, Synergy_HSA=10.8.